Dataset: Hepatocyte clearance measurements from AstraZeneca. Task: Regression/Classification. Given a drug SMILES string, predict its absorption, distribution, metabolism, or excretion properties. Task type varies by dataset: regression for continuous measurements (e.g., permeability, clearance, half-life) or binary classification for categorical outcomes (e.g., BBB penetration, CYP inhibition). For this dataset (clearance_hepatocyte_az), we predict log10(clearance) (log10 of the in vitro intrinsic clearance, CLint, in uL/min per 10^6 hepatocytes; values are censored to the assay range of 3 to 150, which is 0.477 to 2.18 on this log10 scale). (1) The molecule is CCC(=O)N[C@H]1CC[C@@H](C(=O)N(C)c2ccc(-c3nc4ccccc4o3)cc2)C1. The log10(clearance) is 0.880. (2) The log10(clearance) is 1.24. The drug is O=C(Nc1cccc(-c2nnn[nH]2)c1)c1cc(C(F)(F)F)cc2[nH]cnc12. (3) The molecule is Cc1ccccc1-n1c(Cn2cnc3c(N)ncnc32)nc2cccc(C)c2c1=O. The log10(clearance) is 1.04. (4) The compound is CC[C@@]1(O)C(=O)OCc2c1cc1n(c2=O)Cc2cc3c(CN(C)C)c(O)ccc3nc2-1. The log10(clearance) is 0.510. (5) The drug is O=C(c1ccccc1)N1CCC2(CCN(Cc3cccc(Cl)c3)CC2)CC1. The log10(clearance) is 0.480. (6) The molecule is CN[C@@H](C)C(=O)N[C@H](C(=O)N[C@H]1C[C@@H]2CC[C@H]1N(CCc1ccccc1)C2)C1CCCCC1. The log10(clearance) is 1.30. (7) The compound is CCOc1ccc2nc(N)sc2c1. The log10(clearance) is 1.08.